From a dataset of Forward reaction prediction with 1.9M reactions from USPTO patents (1976-2016). Predict the product of the given reaction. (1) Given the reactants Cl.[NH2:2][C@@H:3]([CH2:14][C:15]1[CH:20]=[CH:19][C:18]([O:21][C:22]([O:24][CH2:25][CH3:26])=[O:23])=[C:17]([O:27][C:28]([O:30][CH2:31][CH3:32])=[O:29])[CH:16]=1)[C:4]([O:6][C@H:7]([CH3:13])[CH2:8][O:9][C:10](=[O:12])[CH3:11])=[O:5].[C:33]([OH:40])(=[O:39])/[CH:34]=[CH:35]/[C:36]([OH:38])=[O:37], predict the reaction product. The product is: [C:33]([OH:40])(=[O:39])/[CH:34]=[CH:35]/[C:36]([OH:38])=[O:37].[NH2:2][C@@H:3]([CH2:14][C:15]1[CH:20]=[CH:19][C:18]([O:21][C:22]([O:24][CH2:25][CH3:26])=[O:23])=[C:17]([O:27][C:28]([O:30][CH2:31][CH3:32])=[O:29])[CH:16]=1)[C:4]([O:6][C@H:7]([CH3:13])[CH2:8][O:9][C:10](=[O:12])[CH3:11])=[O:5]. (2) Given the reactants [F:1][C:2]1[CH:7]=[CH:6][C:5]([C:8](=[O:12])[CH2:9][C:10]#[N:11])=[CH:4][CH:3]=1.[CH3:13][O:14][C:15]1[CH:16]=[C:17]([CH:19]=[CH:20][C:21]=1[O:22][CH3:23])[NH2:18], predict the reaction product. The product is: [CH3:13][O:14][C:15]1[CH:16]=[C:17]([NH:18][C:10](=[NH:11])[CH2:9][C:8]([C:5]2[CH:6]=[CH:7][C:2]([F:1])=[CH:3][CH:4]=2)=[O:12])[CH:19]=[CH:20][C:21]=1[O:22][CH3:23]. (3) Given the reactants [OH:1][CH2:2][C@H:3]1[CH2:8][CH2:7][C@H:6]([NH:9][C:10](=[O:16])[O:11][C:12]([CH3:15])([CH3:14])[CH3:13])[CH2:5][CH2:4]1.CC(OI1(OC(C)=O)(OC(C)=O)OC(=O)C2C=CC=CC1=2)=O, predict the reaction product. The product is: [CH:2]([C@H:3]1[CH2:4][CH2:5][C@H:6]([NH:9][C:10](=[O:16])[O:11][C:12]([CH3:14])([CH3:13])[CH3:15])[CH2:7][CH2:8]1)=[O:1]. (4) Given the reactants CS(O[C@@H:6]1[C@H:13]2[C@H:9]([CH2:10][N:11]([CH2:14][C:15]3[CH:20]=[CH:19][CH:18]=[CH:17][CH:16]=3)[CH2:12]2)[CH2:8][CH2:7]1)(=O)=O.[N-:21]=[N+:22]=[N-:23].[Na+], predict the reaction product. The product is: [N:21]([C@H:6]1[C@H:13]2[C@H:9]([CH2:10][N:11]([CH2:14][C:15]3[CH:20]=[CH:19][CH:18]=[CH:17][CH:16]=3)[CH2:12]2)[CH2:8][CH2:7]1)=[N+:22]=[N-:23].